This data is from Experimentally validated miRNA-target interactions with 360,000+ pairs, plus equal number of negative samples. The task is: Binary Classification. Given a miRNA mature sequence and a target amino acid sequence, predict their likelihood of interaction. (1) The miRNA is hsa-miR-5589-3p with sequence UGCACAUGGCAACCUAGCUCCCA. The protein sequence of the target gene is MAAPGAPAEYGYIRTVLGQQILGQLDSSSLALPSEAKLKLAGSSGRGGQTVKSLRIQEQVQQTLARKGRSSVGNGNLHRTSSVPEYVYNLHLVENDFVGGRSPVPKTYDMLKAGTTATYEGRWGRGTAQYSSQKSVEERSLRHPLRRLEISPDSSPERAHYTHSDYQYSQRSQAGHTLHHQESRRAALLVPPRYARSEIVGVSRAGTTSRQRHFDTYHRQYQHGSVSDTVFDSIPANPALLTYPRPGTSRSMGNLLEKENYLTAGLTVGQVRPLVPLQPVTQNRASRSSWHQSSFHSTRT.... Result: 0 (no interaction). (2) The miRNA is hsa-miR-3065-3p with sequence UCAGCACCAGGAUAUUGUUGGAG. The protein sequence of the target gene is MRLLEKLCSSAAGSSAPKPAFAKVLTPNRIPEFCIPPRLPAPCTLESPIRAAAVPRRCAAESDLWPRAADEDAGRTDWDPRSQAALSLPHLPRVRTTYGFCALLESPHTRRKESLLLGGPPAPRPRAHSCGGGGGPDAPLGTLCGPRGPGPATPAAPGGPRLPQDALAAGPRRCRLLRVPDGLLSRALRAGRSRRLARVRSVSSGNEDEERRAGSESPARAPSSSPLSSRAPLPERLEAKGTVALGRAGDALRLAAEYCPGTRRLRLRLLRAESLFGGAPGPRAVRCRLSLVLRPPGTAR.... Result: 0 (no interaction). (3) The miRNA is hsa-miR-3614-5p with sequence CCACUUGGAUCUGAAGGCUGCCC. The protein sequence of the target gene is MNTAPSRPSPTRRDPYGFGDSRDSRRDRSPIRGSPRREPRDGRNGRDARDSRDIRDPRDLRDHRHSRDLRDHRDSRSVRDVRDVRDLRDFRDLRDSRDFRDQRDPMYDRYRDMRDSRDPMYRREGSYDRYLRMDDYCRRKDDSYFDRYRDSFDGRGPPGPESQSRAKERLKREERRREELYRQYFEEIQRRFDAERPVDCSVIVVNKQTKDYAESVGRKVRDLGMVVDLIFLNTEVSLSQALEDVSRGGSPFAIVITQQHQIHRSCTVNIMFGTPQEHRNMPQADAMVLVARNYERYKNE.... Result: 0 (no interaction). (4) The protein sequence of the target gene is MSTLYVSPHPDAFPSLRALIAARYGEAGEGPGWGGAHPRICLQPPPTSRTPFPPPRLPALEQGPGGLWVWGATAVAQLLWPAGLGGPGGSRAAVLVQQWVSYADTELIPAACGATLPALGLRSSAQDPQAVLGALGRALSPLEEWLRLHTYLAGEAPTLADLAAVTALLLPFRYVLDPPARRIWNNVTRWFVTCVRQPEFRAVLGEVVLYSGARPLSHQPGPEAPALPKTAAQLKKEAKKREKLEKFQQKQKIQQQQPPPGEKKPKPEKREKRDPGVITYDLPTPPGEKKDVSGPMPDSY.... The miRNA is hsa-miR-296-3p with sequence GAGGGUUGGGUGGAGGCUCUCC. Result: 1 (interaction).